This data is from Full USPTO retrosynthesis dataset with 1.9M reactions from patents (1976-2016). The task is: Predict the reactants needed to synthesize the given product. (1) Given the product [NH:1]([C:28]([CH3:30])=[O:29])[C@@H:2]([C:18]([N:20]1[CH2:27][CH2:26][CH2:25][C@@H:21]1[C:22]([NH:32][C@@H:33]([C:37]([NH2:39])=[O:38])[CH:34]([CH3:36])[CH3:35])=[O:24])=[O:19])[CH2:3][CH2:4][CH2:5][CH2:6][NH:7][C:8]([O:10][CH2:11][C:12]1[CH:13]=[CH:14][CH:15]=[CH:16][CH:17]=1)=[O:9], predict the reactants needed to synthesize it. The reactants are: [NH:1]([C:28]([CH3:30])=[O:29])[C@@H:2]([C:18]([N:20]1[CH2:27][CH2:26][CH2:25][C@@H:21]1[C:22]([OH:24])=O)=[O:19])[CH2:3][CH2:4][CH2:5][CH2:6][NH:7][C:8]([O:10][CH2:11][C:12]1[CH:17]=[CH:16][CH:15]=[CH:14][CH:13]=1)=[O:9].Cl.[NH2:32][C@@H:33]([C:37]([NH2:39])=[O:38])[CH:34]([CH3:36])[CH3:35].CN(C(ON1N=NC2C=CC=CC1=2)=[N+](C)C)C.F[P-](F)(F)(F)(F)F.C(N(C(C)C)C(C)C)C. (2) Given the product [CH2:18]([O:17][C@@H:11]([CH2:10][C:7]1[CH:8]=[CH:9][C:4]([CH2:3][CH2:2][NH:1][C:20](=[O:27])[CH2:21][CH2:22][CH2:23][CH2:24][CH2:25][CH3:26])=[CH:5][CH:6]=1)[C:12]([O:14][CH2:15][CH3:16])=[O:13])[CH3:19], predict the reactants needed to synthesize it. The reactants are: [NH2:1][CH2:2][CH2:3][C:4]1[CH:9]=[CH:8][C:7]([CH2:10][C@H:11]([O:17][CH2:18][CH3:19])[C:12]([O:14][CH2:15][CH3:16])=[O:13])=[CH:6][CH:5]=1.[C:20](O)(=[O:27])[CH2:21][CH2:22][CH2:23][CH2:24][CH2:25][CH3:26].C(Cl)CCl. (3) The reactants are: C([C:8]1[CH:16]=[CH:15][C:11]([C:12](O)=[O:13])=[CH:10][C:9]=1[C:17]([NH:19][C:20]1[CH:25]=[C:24]([C:26]([F:29])([F:28])[F:27])[CH:23]=[C:22]([C:30]([F:33])([F:32])[F:31])[CH:21]=1)=[O:18])C1C=CC=CC=1.[NH:34]1[CH2:39][CH2:38][CH2:37][CH2:36][CH2:35]1. Given the product [CH2:12]([O:13][C:8]1[CH:16]=[CH:15][C:11]([C:12]([N:34]2[CH2:39][CH2:38][CH2:37][CH2:36][CH2:35]2)=[O:13])=[CH:10][C:9]=1[C:17]([NH:19][C:20]1[CH:25]=[C:24]([C:26]([F:28])([F:27])[F:29])[CH:23]=[C:22]([C:30]([F:31])([F:32])[F:33])[CH:21]=1)=[O:18])[C:11]1[CH:15]=[CH:16][CH:8]=[CH:9][CH:10]=1, predict the reactants needed to synthesize it. (4) The reactants are: [I:1][CH2:2][CH2:3][OH:4].[NH2:5][C:6]1[C:14]([C:15](O)=[O:16])=[CH:13][CH:12]=[CH:11][C:7]=1[C:8]([OH:10])=[O:9].C1CCC(N=C=NC2CCCCC2)CC1. Given the product [NH2:5][C:6]1[C:14]([C:15]([O:4][CH2:3][CH2:2][I:1])=[O:16])=[CH:13][CH:12]=[CH:11][C:7]=1[C:8]([OH:10])=[O:9], predict the reactants needed to synthesize it. (5) Given the product [CH3:1][S:2]([NH:5][C:13](=[O:17])[O:14][CH2:15][CH3:16])(=[O:4])=[O:3], predict the reactants needed to synthesize it. The reactants are: [CH3:1][S:2]([NH2:5])(=[O:4])=[O:3].C(N(CC)CC)C.[C:13](Cl)(=[O:17])[O:14][CH2:15][CH3:16]. (6) Given the product [Cl:1][C:2]1[CH:3]=[CH:4][C:5]([C:23]#[N:24])=[C:6]([C:8]2[C:13]([O:14][CH3:15])=[CH:12][N:11]([CH:16]([CH2:20][CH3:21])[C:17]([NH:25][C:26]3[CH:27]=[CH:28][C:29]([C:32]4[NH:36][C:35](=[S:37])[O:34][N:33]=4)=[CH:30][CH:31]=3)=[O:18])[C:10](=[O:22])[CH:9]=2)[CH:7]=1, predict the reactants needed to synthesize it. The reactants are: [Cl:1][C:2]1[CH:3]=[CH:4][C:5]([C:23]#[N:24])=[C:6]([C:8]2[C:13]([O:14][CH3:15])=[CH:12][N:11]([CH:16]([CH2:20][CH3:21])[C:17](O)=[O:18])[C:10](=[O:22])[CH:9]=2)[CH:7]=1.[NH2:25][C:26]1[CH:31]=[CH:30][C:29]([C:32]2[NH:36][C:35](=[S:37])[O:34][N:33]=2)=[CH:28][CH:27]=1. (7) Given the product [ClH:43].[C:1]1([CH3:18])[CH:6]=[CH:5][C:4]([CH:7]=[CH:8][C:9]2[N:14]=[C:13]([NH2:21])[CH:12]=[CH:11][CH:10]=2)=[CH:3][CH:2]=1, predict the reactants needed to synthesize it. The reactants are: [C:1]1([CH3:18])[CH:6]=[CH:5][C:4]([CH:7]=[CH:8][C:9]2[N:14]=[C:13](C(O)=O)[CH:12]=[CH:11][CH:10]=2)=[CH:3][CH:2]=1.C([N:21](CC)CC)C.C1(P(N=[N+]=[N-])(C2C=CC=CC=2)=O)C=CC=CC=1.[ClH:43]. (8) Given the product [CH3:1][C@H:2]1[C@@H:12]2[CH2:13][CH2:14][C:15]3([CH3:19])[O:17][O:18][C@:11]42[C@H:5]([C@@H:6]([CH3:20])[C@@H:7]([OH:8])[O:9][C@@H:10]4[O:16]3)[CH2:4][CH2:3]1, predict the reactants needed to synthesize it. The reactants are: [CH3:1][C@H:2]1[C@@H:12]2[CH2:13][CH2:14][C@:15]3([CH3:19])[O:17][O:18][C@:11]42[C@H:5]([C@@H:6]([CH3:20])[C:7]([O:9][C@@H:10]4[O:16]3)=[O:8])[CH2:4][CH2:3]1.C(O)C.[BH4-].[Na+].[Li+].[Cl-]. (9) Given the product [Cl:1][C:2]1[CH:7]=[C:6]([Cl:8])[CH:5]=[CH:4][C:3]=1[C:9]1[C:18]([C:19]2[CH:20]=[CH:21][C:22]([F:25])=[CH:23][CH:24]=2)=[CH:17][C:12]([C:13]([OH:15])=[O:14])=[C:11]([O:26][CH2:27][C:28]2[CH:33]=[CH:32][C:31]([F:34])=[C:30]([F:35])[CH:29]=2)[N:10]=1, predict the reactants needed to synthesize it. The reactants are: [Cl:1][C:2]1[CH:7]=[C:6]([Cl:8])[CH:5]=[CH:4][C:3]=1[C:9]1[C:18]([C:19]2[CH:24]=[CH:23][C:22]([F:25])=[CH:21][CH:20]=2)=[CH:17][C:12]([C:13]([O:15]C)=[O:14])=[C:11]([O:26][CH2:27][C:28]2[CH:33]=[CH:32][C:31]([F:34])=[C:30]([F:35])[CH:29]=2)[N:10]=1.[OH-].[Na+].